Dataset: Kir2.1 potassium channel HTS with 301,493 compounds. Task: Binary Classification. Given a drug SMILES string, predict its activity (active/inactive) in a high-throughput screening assay against a specified biological target. (1) The compound is N(c1ccc(Nc2nc3c(c(n2)N)cccc3)cc1)(C)C. The result is 1 (active). (2) The compound is S=C(NCc1cccnc1)Nc1ccc(OC)cc1. The result is 0 (inactive). (3) The compound is O(c1c(C(=O)Nc2cccnc2)cccc1)C. The result is 0 (inactive). (4) The molecule is S=C1N(C(=O)C(=C2\c3c(OC(=C2)C(OCC)=O)cccc3)/C(=O)N1CC)CC. The result is 0 (inactive). (5) The molecule is s1c2c(CCCCC2)c2c1ncn(CCN1CCOCC1)c2=N. The result is 0 (inactive).